Dataset: Forward reaction prediction with 1.9M reactions from USPTO patents (1976-2016). Task: Predict the product of the given reaction. (1) Given the reactants [CH:1]([C:4]1[CH:5]=[C:6]([CH:9]=[C:10]([CH:14]([CH3:16])[CH3:15])[C:11]=1[O:12][CH3:13])[CH:7]=O)([CH3:3])[CH3:2].[C:17]([NH:25][C:26]1[CH:34]=[C:33]2[C:29]([CH2:30][C:31](=[O:35])[NH:32]2)=[CH:28][CH:27]=1)(=[O:24])[C:18]1[CH:23]=[CH:22][CH:21]=[CH:20][CH:19]=1, predict the reaction product. The product is: [CH:1]([C:4]1[CH:5]=[C:6]([CH:9]=[C:10]([CH:14]([CH3:16])[CH3:15])[C:11]=1[O:12][CH3:13])[CH:7]=[C:30]1[C:29]2[C:33](=[CH:34][C:26]([NH:25][C:17](=[O:24])[C:18]3[CH:23]=[CH:22][CH:21]=[CH:20][CH:19]=3)=[CH:27][CH:28]=2)[NH:32][C:31]1=[O:35])([CH3:3])[CH3:2]. (2) Given the reactants [CH3:1][C:2]1[C:3](=[O:12])[NH:4][C:5]2[C:10]([N:11]=1)=[CH:9][CH:8]=[CH:7][CH:6]=2.[Se](=O)=[O:14], predict the reaction product. The product is: [O:12]=[C:3]1[NH:4][C:5]2[C:10](=[CH:9][CH:8]=[CH:7][CH:6]=2)[N:11]=[C:2]1[CH:1]=[O:14]. (3) Given the reactants [BH4-].[Na+].[CH3:3][O:4][C:5]1[CH:6]=[C:7]2[C:12](=[C:13]([O:15][CH3:16])[CH:14]=1)[C:11]([C:17]1[CH:22]=[CH:21][CH:20]=[CH:19][CH:18]=1)=[N:10][CH2:9][CH2:8]2, predict the reaction product. The product is: [CH3:3][O:4][C:5]1[CH:6]=[C:7]2[C:12](=[C:13]([O:15][CH3:16])[CH:14]=1)[CH:11]([C:17]1[CH:22]=[CH:21][CH:20]=[CH:19][CH:18]=1)[NH:10][CH2:9][CH2:8]2. (4) Given the reactants Br[CH2:2][C:3](=O)[C:4]([O:6][CH2:7][CH3:8])=[O:5].[NH2:10][C:11]([CH:13]1[CH2:18][CH2:17][N:16]([C:19]([O:21][CH2:22][C:23]2[CH:28]=[CH:27][CH:26]=[CH:25][CH:24]=2)=[O:20])[CH2:15][CH2:14]1)=[S:12], predict the reaction product. The product is: [CH2:7]([O:6][C:4]([C:3]1[N:10]=[C:11]([CH:13]2[CH2:18][CH2:17][N:16]([C:19]([O:21][CH2:22][C:23]3[CH:24]=[CH:25][CH:26]=[CH:27][CH:28]=3)=[O:20])[CH2:15][CH2:14]2)[S:12][CH:2]=1)=[O:5])[CH3:8]. (5) Given the reactants Br[C:2]1[O:6][C:5]([CH3:7])=[C:4]([CH:8]=[O:9])[CH:3]=1.[Cl:10][C:11]1[CH:12]=[C:13](B(O)O)[CH:14]=[N:15][CH:16]=1.C(=O)([O-])[O-].[Na+].[Na+].COCCOC, predict the reaction product. The product is: [Cl:10][C:11]1[CH:12]=[C:13]([C:2]2[O:6][C:5]([CH3:7])=[C:4]([CH:8]=[O:9])[CH:3]=2)[CH:14]=[N:15][CH:16]=1. (6) Given the reactants [CH3:1][O:2][CH2:3][C:4]1[CH:9]=[C:8]([C:10]2[O:14][N:13]=[C:12]([C:15]3[CH:16]=[C:17]([CH:21]=[CH:22][CH:23]=3)[C:18](Cl)=[O:19])[N:11]=2)[CH:7]=[CH:6][C:5]=1[C:24]1[CH:29]=[CH:28][CH:27]=[CH:26][C:25]=1[CH3:30].Cl.[CH3:32][O:33][C:34](=[O:37])[CH2:35][NH2:36], predict the reaction product. The product is: [CH3:1][O:2][CH2:3][C:4]1[CH:9]=[C:8]([C:10]2[O:14][N:13]=[C:12]([C:15]3[CH:16]=[C:17]([CH:21]=[CH:22][CH:23]=3)[C:18]([NH:36][CH2:35][C:34]([O:33][CH3:32])=[O:37])=[O:19])[N:11]=2)[CH:7]=[CH:6][C:5]=1[C:24]1[CH:29]=[CH:28][CH:27]=[CH:26][C:25]=1[CH3:30]. (7) Given the reactants [C:1]1([N:7]2[C:11]3[CH:12]=[CH:13][CH:14]=[CH:15][C:10]=3[N:9]=[C:8]2[C:16]2[CH:21]=[CH:20][C:19](B3OC(C)(C)C(C)(C)O3)=[CH:18][N:17]=2)[CH:6]=[CH:5][CH:4]=[CH:3][CH:2]=1.[Br:31][C:32]1[CH:37]=[CH:36][C:35](I)=[CH:34][N:33]=1.C(=O)([O-])[O-].[K+].[K+], predict the reaction product. The product is: [Br:31][C:32]1[N:33]=[CH:34][C:35]([C:19]2[CH:18]=[N:17][C:16]([C:8]3[N:7]([C:1]4[CH:6]=[CH:5][CH:4]=[CH:3][CH:2]=4)[C:11]4[CH:12]=[CH:13][CH:14]=[CH:15][C:10]=4[N:9]=3)=[CH:21][CH:20]=2)=[CH:36][CH:37]=1. (8) The product is: [Cl:1][C:2]1[C:7]2[CH:8]=[C:9]([C:11]([O:13][CH3:14])=[O:12])[N:10]([CH2:18][C:19]3[N:23]=[C:22]([C:24]4[CH:25]=[CH:26][CH:27]=[CH:28][CH:29]=4)[O:21][N:20]=3)[C:6]=2[CH:5]=[CH:4][N:3]=1. Given the reactants [Cl:1][C:2]1[C:7]2[CH:8]=[C:9]([C:11]([O:13][CH3:14])=[O:12])[NH:10][C:6]=2[CH:5]=[CH:4][N:3]=1.[H-].[Na+].Cl[CH2:18][C:19]1[N:23]=[C:22]([C:24]2[CH:29]=[CH:28][CH:27]=[CH:26][CH:25]=2)[O:21][N:20]=1, predict the reaction product. (9) Given the reactants [OH:1][N:2]1[C:10]2[C:5](=[N:6][CH:7]=[C:8]([C:11]3[CH:12]=[N:13][N:14]([CH:16]4[CH2:21][CH2:20][N:19](C(OC(C)(C)C)=O)[CH2:18][CH2:17]4)[CH:15]=3)[CH:9]=2)[CH:4]=[CH:3]1.Br[CH2:30][C:31]1[CH:36]=[CH:35][CH:34]=[CH:33][C:32]=1[C:37]([F:40])([F:39])[F:38].C([O-])([O-])=O.[K+].[K+], predict the reaction product. The product is: [NH:19]1[CH2:20][CH2:21][CH:16]([N:14]2[CH:15]=[C:11]([C:8]3[CH:9]=[C:10]4[N:2]([O:1][CH2:30][C:31]5[CH:36]=[CH:35][CH:34]=[CH:33][C:32]=5[C:37]([F:40])([F:39])[F:38])[CH:3]=[CH:4][C:5]4=[N:6][CH:7]=3)[CH:12]=[N:13]2)[CH2:17][CH2:18]1. (10) The product is: [O:40]1[C:39]2[CH:43]=[CH:44][C:36]([C:24]3[CH:23]=[C:22]([CH:27]=[C:26]([O:28][CH2:29][C:30]4[CH:35]=[CH:34][CH:33]=[CH:32][CH:31]=4)[CH:25]=3)[O:21][CH2:20][CH2:19][CH2:18][CH2:17][CH2:16][CH2:15][C:11]3[C:10]([CH2:45][CH2:46][C:47]([OH:49])=[O:48])=[C:9]([CH:14]=[CH:13][CH:12]=3)[O:8][CH2:7][CH2:6][CH2:5][C:4]([OH:52])=[O:3])=[CH:37][C:38]=2[O:42][CH2:41]1. Given the reactants C([O:3][C:4](=[O:52])[CH2:5][CH2:6][CH2:7][O:8][C:9]1[CH:14]=[CH:13][CH:12]=[C:11]([CH2:15][CH2:16][CH2:17][CH2:18][CH2:19][CH2:20][O:21][C:22]2[CH:27]=[C:26]([O:28][CH2:29][C:30]3[CH:35]=[CH:34][CH:33]=[CH:32][CH:31]=3)[CH:25]=[C:24]([C:36]3[CH:44]=[CH:43][C:39]4[O:40][CH2:41][O:42][C:38]=4[CH:37]=3)[CH:23]=2)[C:10]=1[CH2:45][CH2:46][C:47]([O:49]CC)=[O:48])C.[OH-].[Na+], predict the reaction product.